Predict the reactants needed to synthesize the given product. From a dataset of Full USPTO retrosynthesis dataset with 1.9M reactions from patents (1976-2016). (1) Given the product [CH2:34]([O:36][C:37](=[O:48])[CH2:38][CH:39]1[CH2:44][CH2:43][CH:42]([C:45]([N:14]2[C:15]3[C:20](=[CH:19][C:18]([C:21]([F:24])([F:22])[F:23])=[CH:17][CH:16]=3)[C@@H:11]([NH:10][C:9]([O:8][CH2:1][C:2]3[CH:3]=[CH:4][CH:5]=[CH:6][CH:7]=3)=[O:27])[CH2:12][C@H:13]2[CH2:25][CH3:26])=[O:46])[CH2:41][CH2:40]1)[CH3:35], predict the reactants needed to synthesize it. The reactants are: [CH2:1]([O:8][C:9](=[O:27])[NH:10][C@@H:11]1[C:20]2[C:15](=[CH:16][CH:17]=[C:18]([C:21]([F:24])([F:23])[F:22])[CH:19]=2)[NH:14][C@H:13]([CH2:25][CH3:26])[CH2:12]1)[C:2]1[CH:7]=[CH:6][CH:5]=[CH:4][CH:3]=1.N1C=CC=CC=1.[CH2:34]([O:36][C:37](=[O:48])[CH2:38][CH:39]1[CH2:44][CH2:43][CH:42]([C:45](Cl)=[O:46])[CH2:41][CH2:40]1)[CH3:35]. (2) The reactants are: [N:1]1([C:6]([O:8][C@H:9]2[CH2:14][CH2:13][C@H:12]([NH:15][C:16]3[N:24]=[C:23]4[C:19]([NH:20][C:21](=[O:33])[N:22]4[C:25]4[CH:30]=[CH:29][CH:28]=[CH:27][C:26]=4[O:31][CH3:32])=[C:18]([C:34]([O:36]CC)=O)[N:17]=3)[CH2:11][CH2:10]2)=[O:7])C=CN=C1.[NH2:39]C1C(C(OCC)=O)=NC(N[C@H]2CC[C@H](O)CC2)=NC=1NC1C=CC=CC=1OC. Given the product [C:6](=[O:7])([O:8][C@H:9]1[CH2:10][CH2:11][C@H:12]([NH:15][C:16]2[N:24]=[C:23]3[C:19]([NH:20][C:21](=[O:33])[N:22]3[C:25]3[CH:30]=[CH:29][CH:28]=[CH:27][C:26]=3[O:31][CH3:32])=[C:18]([C:34](=[O:36])[NH2:39])[N:17]=2)[CH2:13][CH2:14]1)[NH2:1], predict the reactants needed to synthesize it. (3) The reactants are: Cl[CH2:2][C:3]1[N:7]=[C:6]([C:8]2[CH:13]=[C:12]([CH3:14])[CH:11]=[CH:10][C:9]=2[Cl:15])[O:5][N:4]=1.C(=O)([O-])[O-].[K+].[K+].[CH2:22]([O:24][C:25]([N:27]1[CH2:32][CH2:31][NH:30][CH2:29][CH2:28]1)=[O:26])[CH3:23]. Given the product [CH2:22]([O:24][C:25]([N:27]1[CH2:28][CH2:29][N:30]([CH2:2][C:3]2[N:7]=[C:6]([C:8]3[CH:13]=[C:12]([CH3:14])[CH:11]=[CH:10][C:9]=3[Cl:15])[O:5][N:4]=2)[CH2:31][CH2:32]1)=[O:26])[CH3:23], predict the reactants needed to synthesize it. (4) Given the product [Br:1][C:2]1[C:7]([CH:8]=[O:9])=[CH:6][C:5]([O:10][CH2:17][CH:16]=[CH2:15])=[CH:4][CH:3]=1, predict the reactants needed to synthesize it. The reactants are: [Br:1][C:2]1[C:7]([CH:8]=[O:9])=[CH:6][C:5]([OH:10])=[CH:4][CH:3]=1.C(=O)([O-])[O-].[CH2:15](Br)[CH:16]=[CH2:17]. (5) Given the product [CH2:1]([O:4][C:5](=[O:6])[N:7]([CH2:17][CH:18]1[CH2:21][NH:20][CH2:19]1)[C@@H:8]1[CH2:10][C@H:9]1[C:11]1[CH:16]=[CH:15][CH:14]=[CH:13][CH:12]=1)[CH:2]=[CH2:3], predict the reactants needed to synthesize it. The reactants are: [CH2:1]([O:4][C:5]([N:7]([CH2:17][CH:18]1[CH2:21][N:20](C(OC(C)(C)C)=O)[CH2:19]1)[C@@H:8]1[CH2:10][C@H:9]1[C:11]1[CH:16]=[CH:15][CH:14]=[CH:13][CH:12]=1)=[O:6])[CH:2]=[CH2:3].C(O)(C(F)(F)F)=O.